Dataset: Full USPTO retrosynthesis dataset with 1.9M reactions from patents (1976-2016). Task: Predict the reactants needed to synthesize the given product. Given the product [CH3:32][N:23]([S:24]([C:27]1[S:28][CH:29]=[CH:30][CH:31]=1)(=[O:26])=[O:25])[C:17]1[CH:18]=[CH:19][CH:20]=[C:21]2[C:16]=1[NH:15][C:14]([C:12]1[S:13][CH:9]([CH2:8][CH2:7][S:6][CH2:5][C:4]([OH:33])=[O:3])[CH2:10][N:11]=1)=[CH:22]2, predict the reactants needed to synthesize it. The reactants are: C([O:3][C:4](=[O:33])[CH2:5][S:6][CH2:7][CH2:8][CH:9]1[S:13][C:12]([C:14]2[NH:15][C:16]3[C:21]([CH:22]=2)=[CH:20][CH:19]=[CH:18][C:17]=3[N:23]([CH3:32])[S:24]([C:27]2[S:28][CH:29]=[CH:30][CH:31]=2)(=[O:26])=[O:25])=[N:11][CH2:10]1)C.[OH-].[K+].Cl.